The task is: Predict which catalyst facilitates the given reaction.. This data is from Catalyst prediction with 721,799 reactions and 888 catalyst types from USPTO. Reactant: C(N(CC)CC)C.CS(Cl)(=O)=O.[CH2:13]([O:15][C:16]([C:18]1[CH2:22][C:21]([C:24]2[CH:29]=[CH:28][C:27]([NH:30][C:31]([O:33][C:34]([CH3:37])([CH3:36])[CH3:35])=[O:32])=[CH:26][N:25]=2)(O)[N:20]([C:38]2[CH:39]=[N:40][CH:41]=[CH:42][CH:43]=2)[N:19]=1)=[O:17])[CH3:14]. Product: [CH2:13]([O:15][C:16]([C:18]1[CH:22]=[C:21]([C:24]2[CH:29]=[CH:28][C:27]([NH:30][C:31]([O:33][C:34]([CH3:37])([CH3:35])[CH3:36])=[O:32])=[CH:26][N:25]=2)[N:20]([C:38]2[CH:39]=[N:40][CH:41]=[CH:42][CH:43]=2)[N:19]=1)=[O:17])[CH3:14]. The catalyst class is: 468.